Dataset: CYP2C9 inhibition data for predicting drug metabolism from PubChem BioAssay. Task: Regression/Classification. Given a drug SMILES string, predict its absorption, distribution, metabolism, or excretion properties. Task type varies by dataset: regression for continuous measurements (e.g., permeability, clearance, half-life) or binary classification for categorical outcomes (e.g., BBB penetration, CYP inhibition). Dataset: cyp2c9_veith. (1) The molecule is Cc1ccc(-n2c(O)cnc2Nc2nc(C)cc(C)n2)cc1. The result is 0 (non-inhibitor). (2) The result is 0 (non-inhibitor). The molecule is COc1ccc(N(CC(=O)O)N=O)cc1. (3) The compound is O=C(c1cccc(F)c1)N1CCC[C@@]2(CCN(Cc3nccs3)C2)C1. The result is 1 (inhibitor). (4) The compound is CCOc1ccc(C(=O)CCC(=O)O)cc1. The result is 0 (non-inhibitor). (5) The drug is COc1cccc(Sc2cc(N3CCOCC3)nc(-c3ccccc3)n2)c1. The result is 1 (inhibitor).